Dataset: Reaction yield outcomes from USPTO patents with 853,638 reactions. Task: Predict the reaction yield, written as a fraction of the theoretical maximum amount of product (1.0 means a 100% yield; for example, 0.34 means a 34% yield). The catalyst is O1CCOCC1. The yield is 0.790. The reactants are [CH3:1][C:2]1[CH:6]=[C:5]([OH:7])[N:4]([C:8]2[CH:13]=[CH:12][CH:11]=[CH:10][CH:9]=2)[N:3]=1.[OH-].[Ca+2].[OH-].Cl[C:18]([O:20][CH2:21][C:22]1[CH:27]=[CH:26][CH:25]=[CH:24][CH:23]=1)=[O:19].Cl. The product is [CH3:1][C:2]1[NH:3][N:4]([C:8]2[CH:9]=[CH:10][CH:11]=[CH:12][CH:13]=2)[C:5](=[O:7])[C:6]=1[C:18]([O:20][CH2:21][C:22]1[CH:27]=[CH:26][CH:25]=[CH:24][CH:23]=1)=[O:19].